Task: Predict the product of the given reaction.. Dataset: Forward reaction prediction with 1.9M reactions from USPTO patents (1976-2016) (1) Given the reactants COC1C=CC(C[N:8]2[C:12]3=[N:13][CH:14]=[CH:15][C:16]([O:17][C:18]4[CH:23]=[CH:22][C:21]([NH:24][C:25]([C:27]5[C:28](=[O:40])[N:29]([C:33]6[CH:38]=[CH:37][C:36]([F:39])=[CH:35][CH:34]=6)[N:30]=[CH:31][CH:32]=5)=[O:26])=[CH:20][C:19]=4[F:41])=[C:11]3[C:10]([NH:42][CH:43]3[CH2:47][CH2:46][NH:45][CH2:44]3)=[N:9]2)=CC=1.C(O)(C(F)(F)F)=O, predict the reaction product. The product is: [F:41][C:19]1[CH:20]=[C:21]([NH:24][C:25]([C:27]2[C:28](=[O:40])[N:29]([C:33]3[CH:34]=[CH:35][C:36]([F:39])=[CH:37][CH:38]=3)[N:30]=[CH:31][CH:32]=2)=[O:26])[CH:22]=[CH:23][C:18]=1[O:17][C:16]1[CH:15]=[CH:14][N:13]=[C:12]2[NH:8][N:9]=[C:10]([NH:42][CH:43]3[CH2:47][CH2:46][NH:45][CH2:44]3)[C:11]=12. (2) The product is: [CH2:1]([O:3][C:4]([N:6]1[C:15]2[C:10](=[CH:11][C:12]([C:16]([F:19])([F:18])[F:17])=[CH:13][CH:14]=2)[C:9]([CH:55]([C:54]2[CH:57]=[C:58]([C:60]([F:61])([F:62])[F:63])[CH:59]=[C:52]([C:51]([F:50])([F:64])[F:65])[CH:53]=2)[OH:56])=[CH:8][CH:7]1[CH2:21][CH3:22])=[O:5])[CH3:2]. Given the reactants [CH2:1]([O:3][C:4]([N:6]1[C:15]2[C:10](=[CH:11][C:12]([C:16]([F:19])([F:18])[F:17])=[CH:13][CH:14]=2)[C:9](I)=[CH:8][CH:7]1[CH2:21][CH3:22])=[O:5])[CH3:2].C(OC(N1C2C(=CC(C(F)(F)F)=CC=2)C(I)=C[C@H]1CC)=O)C.C([Li])CCC.[F:50][C:51]([F:65])([F:64])[C:52]1[CH:53]=[C:54]([CH:57]=[C:58]([C:60]([F:63])([F:62])[F:61])[CH:59]=1)[CH:55]=[O:56].Cl, predict the reaction product. (3) The product is: [Cl:1][C:2]1[CH:3]=[CH:4][C:5]([S:8]([N:11]([CH2:19][C:20]2[CH:28]=[CH:27][C:23]([C:24]([NH:41][C@H:42]([CH3:45])[CH2:43][OH:44])=[O:26])=[CH:22][CH:21]=2)[CH:12]2[CH2:17][CH2:16][CH2:15][CH2:14][CH:13]2[CH3:18])(=[O:10])=[O:9])=[CH:6][CH:7]=1. Given the reactants [Cl:1][C:2]1[CH:7]=[CH:6][C:5]([S:8]([N:11]([CH2:19][C:20]2[CH:28]=[CH:27][C:23]([C:24]([OH:26])=O)=[CH:22][CH:21]=2)[CH:12]2[CH2:17][CH2:16][CH2:15][CH2:14][CH:13]2[CH3:18])(=[O:10])=[O:9])=[CH:4][CH:3]=1.C(N(CC)CC)C.CS(Cl)(=O)=O.[NH2:41][C@H:42]([CH3:45])[CH2:43][OH:44], predict the reaction product.